Task: Predict the product of the given reaction.. Dataset: Forward reaction prediction with 1.9M reactions from USPTO patents (1976-2016) (1) Given the reactants [CH3:1][O:2][C@@H:3]([C:28]([CH3:36])([C:30]1[CH:35]=[CH:34][CH:33]=[CH:32][CH:31]=1)[CH3:29])[C:4]([NH:6][C@@H:7]([C:24]([CH3:27])([CH3:26])[CH3:25])[C:8]([N:10]([CH3:23])[C@@H:11]([CH:20]([CH3:22])[CH3:21])/[CH:12]=[C:13](\[CH3:19])/[C:14]([O:16]CC)=[O:15])=[O:9])=[O:5].CO[C@H](C(C)(C1C=CC=CC=1)C)C(N[C@@H](C(C)(C)C)C(N(C)[C@@H](C(C)C)/C=C(\C)/C(OCC)=O)=O)=O.O.O.[OH-].[Li+], predict the reaction product. The product is: [CH3:1][O:2][C@H:3]([C:28]([CH3:36])([C:30]1[CH:31]=[CH:32][CH:33]=[CH:34][CH:35]=1)[CH3:29])[C:4]([NH:6][C@H:7]([C:8]([N:10]([CH3:23])[C@@H:11]([CH:20]([CH3:22])[CH3:21])/[CH:12]=[C:13](\[CH3:19])/[C:14]([OH:16])=[O:15])=[O:9])[C:24]([CH3:25])([CH3:26])[CH3:27])=[O:5]. (2) Given the reactants [F:1][C:2]1[CH:3]=[CH:4][C:5]([O:19][CH3:20])=[C:6]([C:8]([CH3:18])([CH3:17])[CH2:9][C:10]2([C:13]([F:16])([F:15])[F:14])[CH2:12][O:11]2)[CH:7]=1.[NH2:21][C:22]1[C:31]2[C:26](=[CH:27][CH:28]=[CH:29][CH:30]=2)[CH:25]=[CH:24][N:23]=1, predict the reaction product. The product is: [F:1][C:2]1[CH:3]=[CH:4][C:5]([O:19][CH3:20])=[C:6]([C:8]([CH3:18])([CH3:17])[CH2:9][C:10]([C:13]([F:16])([F:15])[F:14])([OH:11])[CH2:12][NH:21][C:22]2[C:31]3[C:26](=[CH:27][CH:28]=[CH:29][CH:30]=3)[CH:25]=[CH:24][N:23]=2)[CH:7]=1. (3) The product is: [Cl:1][C:2]1[CH:7]=[C:6]([CH3:8])[CH:5]=[CH:4][C:3]=1[NH:9][C:10]([C@@H:12]1[C@@H:16]([C:17]2[C:21]([CH:22]3[CH2:23][CH2:24]3)=[C:20]([CH:25]3[CH2:28][CH:27]([CH2:29][C:30]([CH3:33])([CH3:32])[CH3:31])[CH2:26]3)[O:19][N:18]=2)[CH2:15][N:14]([C:34](=[O:41])[CH2:35][CH2:36][C:37]([OH:39])=[O:38])[CH2:13]1)=[O:11]. Given the reactants [Cl:1][C:2]1[CH:7]=[C:6]([CH3:8])[CH:5]=[CH:4][C:3]=1[NH:9][C:10]([C@@H:12]1[C@@H:16]([C:17]2[C:21]([CH:22]3[CH2:24][CH2:23]3)=[C:20]([CH:25]3[CH2:28][CH:27]([CH2:29][C:30]([CH3:33])([CH3:32])[CH3:31])[CH2:26]3)[O:19][N:18]=2)[CH2:15][N:14]([C:34](=[O:41])[CH2:35][CH2:36][C:37]([O:39]C)=[O:38])[CH2:13]1)=[O:11].C1COCC1.[OH-].[Na+].Cl, predict the reaction product. (4) Given the reactants [Cl:1][C:2]1[CH:3]=[C:4](OS(C(F)(F)F)(=O)=O)[CH:5]=[C:6]([Cl:32])[C:7]=1[CH2:8][C@@H:9]1[CH2:13][CH2:12][N:11]([N:14]2[CH2:19][CH2:18][CH:17]([O:20][Si:21]([CH:28]([CH3:30])[CH3:29])([CH:25]([CH3:27])[CH3:26])[CH:22]([CH3:24])[CH3:23])[CH2:16][CH2:15]2)[C:10]1=[O:31].[F:41][C:42]([F:53])([F:52])[C:43]1[CH:48]=[CH:47][C:46](B(O)O)=[CH:45][CH:44]=1.C(=O)([O-])[O-].[Na+].[Na+], predict the reaction product. The product is: [Cl:1][C:2]1[CH:3]=[C:4]([C:46]2[CH:47]=[CH:48][C:43]([C:42]([F:53])([F:52])[F:41])=[CH:44][CH:45]=2)[CH:5]=[C:6]([Cl:32])[C:7]=1[CH2:8][C@@H:9]1[CH2:13][CH2:12][N:11]([N:14]2[CH2:19][CH2:18][CH:17]([O:20][Si:21]([CH:22]([CH3:24])[CH3:23])([CH:25]([CH3:26])[CH3:27])[CH:28]([CH3:29])[CH3:30])[CH2:16][CH2:15]2)[C:10]1=[O:31]. (5) Given the reactants Cl[C:2]1[CH:7]=[CH:6][CH:5]=C[C:3]=1[CH:8]([O:11][C:12]1[CH:16]=[C:15]([N:17]2[C:25]3[CH:24]=[C:23]([CH2:26][OH:27])[N:22]=[CH:21][C:20]=3[N:19]=[CH:18]2)[S:14][C:13]=1[C:28]([NH2:30])=[O:29])CC.[CH3:31][S:32](Cl)(=[O:34])=[O:33].[CH2:36](N(CC)CC)[CH3:37].Cl[CH2:44][Cl:45], predict the reaction product. The product is: [CH3:31][S:32]([O:27][CH2:26][C:23]1[N:22]=[CH:21][C:20]2[N:19]=[CH:18][N:17]([C:15]3[S:14][C:13]([C:28](=[O:29])[NH2:30])=[C:12]([O:11][CH2:8][CH2:3][CH2:2][C:7]4[CH:6]=[CH:5][CH:37]=[CH:36][C:44]=4[Cl:45])[CH:16]=3)[C:25]=2[CH:24]=1)(=[O:34])=[O:33]. (6) Given the reactants [OH-].[Na+].[C:3]([C:5]1[CH:12]=[CH:11][C:8]([CH:9]=O)=[CH:7][CH:6]=1)#[N:4].Cl.[CH3:14][C:15]([CH3:17])=[O:16], predict the reaction product. The product is: [C:3]([C:5]1[CH:12]=[CH:11][C:8]([CH:9]=[CH:14][C:15](=[O:16])[CH3:17])=[CH:7][CH:6]=1)#[N:4]. (7) The product is: [CH2:1]([N:8]1[C:12]([CH2:13][C:14]2[C:19]([CH2:20][CH3:21])=[N:27][N:26]([CH:23]([CH3:25])[CH3:24])[C:15]=2[CH2:16][CH3:17])=[CH:11][N:10]=[CH:9]1)[C:2]1[CH:7]=[CH:6][CH:5]=[CH:4][CH:3]=1. Given the reactants [CH2:1]([N:8]1[C:12]([CH2:13][CH:14]([C:19](=O)[CH2:20][CH3:21])[C:15](=O)[CH2:16][CH3:17])=[CH:11][N:10]=[CH:9]1)[C:2]1[CH:7]=[CH:6][CH:5]=[CH:4][CH:3]=1.[CH:23]([NH:26][NH2:27])([CH3:25])[CH3:24], predict the reaction product.